Dataset: Forward reaction prediction with 1.9M reactions from USPTO patents (1976-2016). Task: Predict the product of the given reaction. (1) Given the reactants [CH3:1][C:2]1[CH:7]=[C:6]([CH3:8])[CH:5]=[C:4]([CH3:9])[C:3]=1[SH:10].Br[CH2:12][C:13]([O:15][CH3:16])=[O:14].C(=O)([O-])[O-].[K+].[K+], predict the reaction product. The product is: [C:2]1([CH3:1])[CH:7]=[C:6]([CH3:8])[CH:5]=[C:4]([CH3:9])[C:3]=1[S:10][CH2:12][C:13]([O:15][CH3:16])=[O:14]. (2) Given the reactants [CH3:1][C@@:2]12[C:9]([CH3:11])([CH3:10])[CH:6]([CH2:7][CH2:8]1)[C:5](=[O:12])[CH2:4][C:3]2=[O:13].C(N(CC)CC)C.[CH3:21][C:22]1[CH:27]=[CH:26][C:25]([N:28]=[C:29]=[O:30])=[CH:24][CH:23]=1.Cl, predict the reaction product. The product is: [CH3:21][C:22]1[CH:27]=[CH:26][C:25]([NH:28][C:29]([CH:4]2[C:5](=[O:12])[CH:6]3[C:9]([CH3:10])([CH3:11])[C@:2]([CH3:1])([CH2:8][CH2:7]3)[C:3]2=[O:13])=[O:30])=[CH:24][CH:23]=1. (3) Given the reactants [F:1][C:2]1[CH:7]=[C:6]([F:8])[CH:5]=[CH:4][C:3]=1[C:9]1[CH:14]=[CH:13][C:12]([OH:15])=[CH:11][CH:10]=1.[Br:16][CH2:17][C:18]1[CH:23]=[CH:22][CH:21]=[C:20]([CH2:24]Br)[CH:19]=1.C(=O)([O-])[O-].[K+].[K+], predict the reaction product. The product is: [Br:16][CH2:17][C:18]1[CH:19]=[C:20]([CH:21]=[CH:22][CH:23]=1)[CH2:24][O:15][C:12]1[CH:13]=[CH:14][C:9]([C:3]2[CH:4]=[CH:5][C:6]([F:8])=[CH:7][C:2]=2[F:1])=[CH:10][CH:11]=1. (4) Given the reactants [CH:1]([CH:3]1[C:11]2[CH:10]=[CH:9][CH:8]=[C:7]([C:12]#[N:13])[C:6]=2[CH2:5][CH2:4]1)=O.[N:14]1(C(OC(C)(C)C)=O)[CH2:19][CH2:18][NH:17][CH2:16][CH2:15]1, predict the reaction product. The product is: [N:14]1([CH2:1][CH:3]2[C:11]3[CH:10]=[CH:9][CH:8]=[C:7]([C:12]#[N:13])[C:6]=3[CH2:5][CH2:4]2)[CH2:19][CH2:18][NH:17][CH2:16][CH2:15]1.